This data is from Full USPTO retrosynthesis dataset with 1.9M reactions from patents (1976-2016). The task is: Predict the reactants needed to synthesize the given product. (1) Given the product [Cl:1][C:2]1[N:3]=[C:4]([CH:9]=[O:10])[N:5]([CH3:8])[C:6]=1[Cl:7], predict the reactants needed to synthesize it. The reactants are: [Cl:1][C:2]1[N:3]=[C:4]([CH2:9][OH:10])[N:5]([CH3:8])[C:6]=1[Cl:7]. (2) Given the product [ClH:37].[ClH:37].[ClH:37].[NH2:7][C@@H:8]1[CH2:13][CH2:12][CH2:11][N:10]([C:14]2[N:15]=[CH:16][C:17]([NH:20][C:21]3[C:30]4[C:25](=[CH:26][CH:27]=[C:28]([C:31]5[CH:32]=[C:33]([Cl:39])[C:34]([OH:38])=[C:35]([Cl:37])[CH:36]=5)[N:29]=4)[N:24]=[CH:23][C:22]=3[C:40](=[O:41])[CH2:42][CH3:43])=[CH:18][CH:19]=2)[CH2:9]1, predict the reactants needed to synthesize it. The reactants are: C(OC(=O)[NH:7][C@@H:8]1[CH2:13][CH2:12][CH2:11][N:10]([C:14]2[CH:19]=[CH:18][C:17]([NH:20][C:21]3[C:30]4[C:25](=[CH:26][CH:27]=[C:28]([C:31]5[CH:36]=[C:35]([Cl:37])[C:34]([OH:38])=[C:33]([Cl:39])[CH:32]=5)[N:29]=4)[N:24]=[CH:23][C:22]=3[C:40]([CH:42]3C[CH2:43]3)=[O:41])=[CH:16][N:15]=2)[CH2:9]1)(C)(C)C.C(O)(C(F)(F)F)=O.